Dataset: NCI-60 drug combinations with 297,098 pairs across 59 cell lines. Task: Regression. Given two drug SMILES strings and cell line genomic features, predict the synergy score measuring deviation from expected non-interaction effect. (1) Drug 1: CCC1=C2CN3C(=CC4=C(C3=O)COC(=O)C4(CC)O)C2=NC5=C1C=C(C=C5)O. Drug 2: CCCCC(=O)OCC(=O)C1(CC(C2=C(C1)C(=C3C(=C2O)C(=O)C4=C(C3=O)C=CC=C4OC)O)OC5CC(C(C(O5)C)O)NC(=O)C(F)(F)F)O. Cell line: SR. Synergy scores: CSS=84.4, Synergy_ZIP=0.674, Synergy_Bliss=0.636, Synergy_Loewe=2.20, Synergy_HSA=2.92. (2) Drug 1: CC1=C(C(=CC=C1)Cl)NC(=O)C2=CN=C(S2)NC3=CC(=NC(=N3)C)N4CCN(CC4)CCO. Drug 2: CCC1=C2N=C(C=C(N2N=C1)NCC3=C[N+](=CC=C3)[O-])N4CCCCC4CCO. Cell line: UACC62. Synergy scores: CSS=56.6, Synergy_ZIP=3.80, Synergy_Bliss=6.81, Synergy_Loewe=-8.77, Synergy_HSA=8.84. (3) Drug 1: C1=CC(=CC=C1CC(C(=O)O)N)N(CCCl)CCCl.Cl. Drug 2: C1=NC2=C(N=C(N=C2N1C3C(C(C(O3)CO)O)F)Cl)N. Cell line: UACC-257. Synergy scores: CSS=16.3, Synergy_ZIP=-4.15, Synergy_Bliss=-2.82, Synergy_Loewe=-7.79, Synergy_HSA=-4.34. (4) Drug 1: COC1=NC(=NC2=C1N=CN2C3C(C(C(O3)CO)O)O)N. Drug 2: C1=NC(=NC(=O)N1C2C(C(C(O2)CO)O)O)N. Cell line: SF-539. Synergy scores: CSS=44.7, Synergy_ZIP=10.4, Synergy_Bliss=9.38, Synergy_Loewe=-13.0, Synergy_HSA=7.46. (5) Drug 1: C1CCC(C1)C(CC#N)N2C=C(C=N2)C3=C4C=CNC4=NC=N3. Drug 2: CC1C(C(CC(O1)OC2CC(CC3=C2C(=C4C(=C3O)C(=O)C5=C(C4=O)C(=CC=C5)OC)O)(C(=O)C)O)N)O.Cl. Cell line: MDA-MB-231. Synergy scores: CSS=14.5, Synergy_ZIP=-3.01, Synergy_Bliss=2.53, Synergy_Loewe=-6.57, Synergy_HSA=2.39. (6) Drug 1: CS(=O)(=O)C1=CC(=C(C=C1)C(=O)NC2=CC(=C(C=C2)Cl)C3=CC=CC=N3)Cl. Drug 2: CC1CCC2CC(C(=CC=CC=CC(CC(C(=O)C(C(C(=CC(C(=O)CC(OC(=O)C3CCCCN3C(=O)C(=O)C1(O2)O)C(C)CC4CCC(C(C4)OC)OCCO)C)C)O)OC)C)C)C)OC. Cell line: UACC62. Synergy scores: CSS=10.5, Synergy_ZIP=-0.767, Synergy_Bliss=3.41, Synergy_Loewe=-6.90, Synergy_HSA=2.82. (7) Drug 1: CCC1(CC2CC(C3=C(CCN(C2)C1)C4=CC=CC=C4N3)(C5=C(C=C6C(=C5)C78CCN9C7C(C=CC9)(C(C(C8N6C=O)(C(=O)OC)O)OC(=O)C)CC)OC)C(=O)OC)O.OS(=O)(=O)O. Drug 2: CC1C(C(CC(O1)OC2CC(OC(C2O)C)OC3=CC4=CC5=C(C(=O)C(C(C5)C(C(=O)C(C(C)O)O)OC)OC6CC(C(C(O6)C)O)OC7CC(C(C(O7)C)O)OC8CC(C(C(O8)C)O)(C)O)C(=C4C(=C3C)O)O)O)O. Cell line: NCI/ADR-RES. Synergy scores: CSS=7.37, Synergy_ZIP=-1.78, Synergy_Bliss=1.79, Synergy_Loewe=-0.0445, Synergy_HSA=-0.430. (8) Drug 1: CN(CCCl)CCCl.Cl. Drug 2: C(CCl)NC(=O)N(CCCl)N=O. Cell line: NCI/ADR-RES. Synergy scores: CSS=1.31, Synergy_ZIP=0.414, Synergy_Bliss=-0.828, Synergy_Loewe=-5.05, Synergy_HSA=-4.65. (9) Drug 1: CC1C(C(CC(O1)OC2CC(OC(C2O)C)OC3=CC4=CC5=C(C(=O)C(C(C5)C(C(=O)C(C(C)O)O)OC)OC6CC(C(C(O6)C)O)OC7CC(C(C(O7)C)O)OC8CC(C(C(O8)C)O)(C)O)C(=C4C(=C3C)O)O)O)O. Drug 2: C1=CC=C(C(=C1)C(C2=CC=C(C=C2)Cl)C(Cl)Cl)Cl. Cell line: NCI-H322M. Synergy scores: CSS=26.3, Synergy_ZIP=-0.784, Synergy_Bliss=-0.775, Synergy_Loewe=-25.6, Synergy_HSA=-0.111.